Predict the reaction yield, written as a fraction of the theoretical maximum amount of product (1.0 means a 100% yield; for example, 0.34 means a 34% yield). From a dataset of Reaction yield outcomes from USPTO patents with 853,638 reactions. (1) The reactants are [CH2:1]([O:8][C:9]1[C:18](=[O:19])[N:17]2[C:12]([C:13]([CH3:21])([CH3:20])[O:14][CH2:15][CH2:16]2)=[N:11][C:10]=1[C:22]([OH:24])=O)[C:2]1[CH:7]=[CH:6][CH:5]=[CH:4][CH:3]=1.[C:25](Cl)(=[O:29])[C:26](Cl)=O.FC(F)(F)C(O)=O.[NH2:38][CH2:39][C:40]1C=[CH:46][C:45]([F:48])=[CH:44][C:41]=1C#N.C(N(CC)C(C)C)C. The catalyst is C(Cl)Cl.CN(C)C=O. The product is [CH2:1]([O:8][C:9]1[C:18](=[O:19])[N:17]2[C:12]([C:13]([CH3:21])([CH3:20])[O:14][CH2:15][CH2:16]2)=[N:11][C:10]=1[C:22]([N:38]1[CH2:39][C:40]2[C:26](=[CH:46][C:45]([F:48])=[CH:44][CH:41]=2)[C:25]1=[O:29])=[O:24])[C:2]1[CH:3]=[CH:4][CH:5]=[CH:6][CH:7]=1. The yield is 0.140. (2) The reactants are [CH3:1][O:2][C:3](=[O:12])[CH2:4][C:5]1[CH:10]=[CH:9][CH:8]=[C:7](Br)[CH:6]=1.C1(P(C2CCCCC2)C2C=CC=CC=2C2C(OC)=CC=CC=2OC)CCCCC1.P([O-])([O-])([O-])=O.[K+].[K+].[K+].[CH2:50]([C:52]([OH:84])([CH2:82][CH3:83])[CH:53]=[CH:54][C:55]1[CH:60]=[CH:59][C:58]([C:61]([CH2:79][CH3:80])([C:64]2[CH:69]=[CH:68][C:67](B3OC(C)(C)C(C)(C)O3)=[CH:66][CH:65]=2)[CH2:62][CH3:63])=[CH:57][C:56]=1[CH3:81])[CH3:51].C(=O)(O)[O-].[Na+]. The catalyst is C1(C)C=CC=CC=1.C([O-])(=O)C.[Pd+2].C([O-])(=O)C.O. The product is [CH3:1][O:2][C:3](=[O:12])[CH2:4][C:5]1[CH:6]=[C:7]([C:67]2[CH:66]=[CH:65][C:64]([C:61]([CH2:79][CH3:80])([C:58]3[CH:59]=[CH:60][C:55](/[CH:54]=[CH:53]/[C:52]([CH2:82][CH3:83])([OH:84])[CH2:50][CH3:51])=[C:56]([CH3:81])[CH:57]=3)[CH2:62][CH3:63])=[CH:69][CH:68]=2)[CH:8]=[CH:9][CH:10]=1. The yield is 0.810. (3) The reactants are [CH3:1][O:2][C:3]1[CH:4]=[C:5]([C:13]2[C:21]3[C:16](=[CH:17][CH:18]=[C:19]([CH:22]=O)[CH:20]=3)[NH:15][N:14]=2)[CH:6]=[C:7]([O:11][CH3:12])[C:8]=1[O:9][CH3:10].[C:24]([CH2:26][C:27]([NH:29][C:30]([CH3:34])([CH3:33])[CH2:31][OH:32])=[O:28])#[N:25].C1CCN2C(=NCCC2)CC1. The catalyst is C1COCC1. The product is [C:24]([C:26](=[CH:22][C:19]1[CH:20]=[C:21]2[C:16](=[CH:17][CH:18]=1)[NH:15][N:14]=[C:13]2[C:5]1[CH:6]=[C:7]([O:11][CH3:12])[C:8]([O:9][CH3:10])=[C:3]([O:2][CH3:1])[CH:4]=1)[C:27]([NH:29][C:30]([CH3:34])([CH3:33])[CH2:31][OH:32])=[O:28])#[N:25]. The yield is 0.610. (4) The reactants are [CH3:1][CH:2]1[CH:6]([CH3:7])[O:5][S:4](=[O:8])[N:3]1[C:9]([O:11][C:12]([CH3:15])([CH3:14])[CH3:13])=[O:10].I([O-])(=O)(=O)=[O:17].[Na+].Cl. The catalyst is C(#N)C.O. The product is [CH3:1][CH:2]1[CH:6]([CH3:7])[O:5][S:4](=[O:17])(=[O:8])[N:3]1[C:9]([O:11][C:12]([CH3:13])([CH3:15])[CH3:14])=[O:10]. The yield is 0.890.